Dataset: Peptide-MHC class II binding affinity with 134,281 pairs from IEDB. Task: Regression. Given a peptide amino acid sequence and an MHC pseudo amino acid sequence, predict their binding affinity value. This is MHC class II binding data. (1) The peptide sequence is VLEWRFDSRLAFHHV. The MHC is H-2-IAd with pseudo-sequence H-2-IAd. The binding affinity (normalized) is 0.366. (2) The peptide sequence is PAVKYIEPDMIVNAT. The MHC is DRB1_0901 with pseudo-sequence DRB1_0901. The binding affinity (normalized) is 0.461. (3) The peptide sequence is YVENGLISRVLDGLV. The MHC is HLA-DPA10201-DPB10501 with pseudo-sequence HLA-DPA10201-DPB10501. The binding affinity (normalized) is 0.135. (4) The peptide sequence is CAWTIVRVEILRNFY. The MHC is DRB1_0701 with pseudo-sequence DRB1_0701. The binding affinity (normalized) is 0.389. (5) The peptide sequence is LMQKFPKQVMVRIFS. The MHC is DRB1_0301 with pseudo-sequence DRB1_0301. The binding affinity (normalized) is 0.467. (6) The peptide sequence is AFKVAATAANAAPRN. The MHC is DRB1_0901 with pseudo-sequence DRB1_0901. The binding affinity (normalized) is 0.774.